Dataset: Catalyst prediction with 721,799 reactions and 888 catalyst types from USPTO. Task: Predict which catalyst facilitates the given reaction. (1) Reactant: [C:1]([O:4][CH2:5][C:6]([NH:8][NH:9][C:10]([C:12]1[N:13]=[N:14][C:15]([N:18]2[CH2:21][CH:20]([O:22][C:23]3[CH:28]=[CH:27][CH:26]=[CH:25][C:24]=3[Br:29])[CH2:19]2)=[CH:16][CH:17]=1)=[O:11])=O)(=[O:3])[CH3:2].CC[N+](S(N=C(OC)[O-])(=O)=O)(CC)CC.O1CCCC1. Product: [C:1]([O:4][CH2:5][C:6]1[O:11][C:10]([C:12]2[N:13]=[N:14][C:15]([N:18]3[CH2:19][CH:20]([O:22][C:23]4[CH:28]=[CH:27][CH:26]=[CH:25][C:24]=4[Br:29])[CH2:21]3)=[CH:16][CH:17]=2)=[N:9][N:8]=1)(=[O:3])[CH3:2]. The catalyst class is: 6. (2) Reactant: CN(C(ON1N=NC2C=CC=NC1=2)=[N+](C)C)C.F[P-](F)(F)(F)(F)F.[F:25][C:26]1[CH:31]=[CH:30][C:29]([NH:32][C:33]2[C:34]3[C:41]([CH3:42])=[C:40]([C:43](OC)=[O:44])[S:39][C:35]=3[N:36]=[CH:37][N:38]=2)=[C:28]([O:47][CH:48]2[CH2:53][CH2:52][O:51][CH2:50][CH2:49]2)[CH:27]=1.CCN(C(C)C)C(C)C.[CH3:63][N:64]([CH3:70])[CH2:65][CH2:66][CH2:67][CH2:68][NH2:69]. Product: [CH3:63][N:64]([CH3:70])[CH2:65][CH2:66][CH2:67][CH2:68][NH:69][C:43]([C:40]1[S:39][C:35]2[N:36]=[CH:37][N:38]=[C:33]([NH:32][C:29]3[CH:30]=[CH:31][C:26]([F:25])=[CH:27][C:28]=3[O:47][CH:48]3[CH2:49][CH2:50][O:51][CH2:52][CH2:53]3)[C:34]=2[C:41]=1[CH3:42])=[O:44]. The catalyst class is: 3. (3) Reactant: [C:1]([O:5][C:6]([NH:8][C@@H:9]([C:13]1([CH3:19])[CH2:18][CH2:17][O:16][CH2:15][CH2:14]1)[C:10]([OH:12])=O)=[O:7])([CH3:4])([CH3:3])[CH3:2].CN(C(ON1N=NC2C=CC=NC1=2)=[N+](C)C)C.F[P-](F)(F)(F)(F)F.CCN(C(C)C)C(C)C.[N:53]1([S:58]([NH:61][C:62]([C@@:64]2([NH:69][C:70]([C@@H:72]3[CH2:83][C@:75]4([C:80]([CH3:82])([CH3:81])[C:76]54[CH2:79][CH2:78][CH2:77]5)[CH2:74][NH:73]3)=[O:71])[CH2:66][C@H:65]2[CH:67]=[CH2:68])=[O:63])(=[O:60])=[O:59])[CH2:57][CH2:56][CH2:55][CH2:54]1. Product: [C:1]([O:5][C:6](=[O:7])[NH:8][C@@H:9]([C:13]1([CH3:19])[CH2:18][CH2:17][O:16][CH2:15][CH2:14]1)[C:10]([N:73]1[C@H:72]([C:70](=[O:71])[NH:69][C@:64]2([C:62]([NH:61][S:58]([N:53]3[CH2:54][CH2:55][CH2:56][CH2:57]3)(=[O:60])=[O:59])=[O:63])[CH2:66][C@H:65]2[CH:67]=[CH2:68])[CH2:83][C@:75]2([C:80]([CH3:81])([CH3:82])[C:76]32[CH2:77][CH2:78][CH2:79]3)[CH2:74]1)=[O:12])([CH3:2])([CH3:3])[CH3:4]. The catalyst class is: 2. (4) The catalyst class is: 2. Reactant: [CH2:1]([O:8][C@@H:9]1[C@H:14]2[NH:15][C:16](=[O:18])[O:17][C@H:13]2[CH2:12][C@H:11]([CH2:19][OH:20])[C@H:10]1[O:21][CH2:22][C:23]1[CH:28]=[CH:27][CH:26]=[CH:25][CH:24]=1)[C:2]1[CH:7]=[CH:6][CH:5]=[CH:4][CH:3]=1. Product: [CH2:1]([O:8][C@@H:9]1[C@H:14]2[NH:15][C:16](=[O:18])[O:17][C@H:13]2[CH2:12][C@H:11]([CH:19]=[O:20])[C@H:10]1[O:21][CH2:22][C:23]1[CH:28]=[CH:27][CH:26]=[CH:25][CH:24]=1)[C:2]1[CH:3]=[CH:4][CH:5]=[CH:6][CH:7]=1. (5) Reactant: [Cl:1][CH2:2][C:3](Cl)=[O:4].[NH2:6][C:7]1[CH:27]=[C:26]([Cl:28])[C:10]2[O:11][C:12]3[C:21]([CH3:22])=[CH:20][C:19]([C:23]([OH:25])=[O:24])=[CH:18][C:13]=3[S:14](=[O:17])(=[O:16])[CH2:15][C:9]=2[CH:8]=1.N1C=CC=C[CH:30]=1. Product: [CH3:30][O:24][C:23]([C:19]1[CH:20]=[C:21]([CH3:22])[C:12]2[O:11][C:10]3[C:26]([Cl:28])=[CH:27][C:7]([NH:6][C:3](=[O:4])[CH2:2][Cl:1])=[CH:8][C:9]=3[CH2:15][S:14](=[O:16])(=[O:17])[C:13]=2[CH:18]=1)=[O:25]. The catalyst class is: 2. (6) Reactant: C1(P(C2C=CC=CC=2)C2C=CC=CC=2)C=CC=CC=1.N(C(OCC)=O)=NC(OCC)=O.[Cl:32][C:33]1[CH:38]=[CH:37][CH:36]=[C:35]([N+:39]([O-:41])=[O:40])[C:34]=1[OH:42].[CH2:43]([O:50][C:51](=[O:63])[C@@H:52]([NH:55][C:56]([O:58][C:59]([CH3:62])([CH3:61])[CH3:60])=[O:57])[CH2:53]O)[C:44]1[CH:49]=[CH:48][CH:47]=[CH:46][CH:45]=1. Product: [CH2:43]([O:50][C:51](=[O:63])[C@@H:52]([NH:55][C:56]([O:58][C:59]([CH3:62])([CH3:61])[CH3:60])=[O:57])[CH2:53][O:42][C:34]1[C:35]([N+:39]([O-:41])=[O:40])=[CH:36][CH:37]=[CH:38][C:33]=1[Cl:32])[C:44]1[CH:45]=[CH:46][CH:47]=[CH:48][CH:49]=1. The catalyst class is: 7. (7) Product: [CH3:16][C:10]([O:8][C:5]1[CH:4]=[CH:3][C:2]([Cl:1])=[CH:7][N:6]=1)([CH3:17])[C:11]([O:13][CH2:14][CH3:15])=[O:12]. The catalyst class is: 10. Reactant: [Cl:1][C:2]1[CH:3]=[CH:4][C:5]([OH:8])=[N:6][CH:7]=1.Br[C:10]([CH3:17])([CH3:16])[C:11]([O:13][CH2:14][CH3:15])=[O:12].C(=O)([O-])[O-].[Cs+].[Cs+]. (8) Reactant: CC(=[N:4][OH:5])C.CC(C)([O-])C.[K+].Cl[C:13]1[C:18]([C:19]([C:21]2[CH:26]=[CH:25][CH:24]=[C:23]([O:27][CH3:28])[CH:22]=2)=O)=[CH:17][CH:16]=[CH:15][N:14]=1. Product: [CH3:28][O:27][C:23]1[CH:22]=[C:21]([C:19]2[C:18]3[C:13](=[N:14][CH:15]=[CH:16][CH:17]=3)[O:5][N:4]=2)[CH:26]=[CH:25][CH:24]=1. The catalyst class is: 9. (9) Reactant: [CH3:1][S:2][C:3]1[S:4][C:5]([C:13](=O)/[CH:14]=[CH:15]/[N:16]2CCCC2)=[C:6]2[CH2:11][CH2:10][CH2:9][C:8](=[O:12])[C:7]=12.[NH2:22]N. Product: [CH3:1][S:2][C:3]1[S:4][C:5]([C:13]2[CH:14]=[CH:15][NH:16][N:22]=2)=[C:6]2[CH2:11][CH2:10][CH2:9][C:8](=[O:12])[C:7]=12. The catalyst class is: 225. (10) Reactant: C([O:8][P:9]([O:19][C:20]1[CH:25]=[C:24]([NH:26][C:27]([C:29]2[C:38](=[O:39])[C:37]3[C:32](=[CH:33][CH:34]=[CH:35][CH:36]=3)[NH:31][CH:30]=2)=[O:28])[C:23]([C:40]([CH3:43])([CH3:42])[CH3:41])=[CH:22][C:21]=1[C:44]([CH3:47])([CH3:46])[CH3:45])(=[O:18])[O:10]CC1C=CC=CC=1)C1C=CC=CC=1. Product: [O:39]=[C:38]1[C:37]2[C:32](=[CH:33][CH:34]=[CH:35][CH:36]=2)[NH:31][CH:30]=[C:29]1[C:27]([NH:26][C:24]1[C:23]([C:40]([CH3:43])([CH3:42])[CH3:41])=[CH:22][C:21]([C:44]([CH3:46])([CH3:45])[CH3:47])=[C:20]([CH:25]=1)[O:19][P:9](=[O:8])([OH:10])[OH:18])=[O:28]. The catalyst class is: 8.